Dataset: NCI-60 drug combinations with 297,098 pairs across 59 cell lines. Task: Regression. Given two drug SMILES strings and cell line genomic features, predict the synergy score measuring deviation from expected non-interaction effect. (1) Drug 1: C1=CC(=CC=C1CC(C(=O)O)N)N(CCCl)CCCl.Cl. Drug 2: CC1=C(C=C(C=C1)C(=O)NC2=CC(=CC(=C2)C(F)(F)F)N3C=C(N=C3)C)NC4=NC=CC(=N4)C5=CN=CC=C5. Cell line: OVCAR-4. Synergy scores: CSS=-7.06, Synergy_ZIP=2.26, Synergy_Bliss=-1.07, Synergy_Loewe=-5.00, Synergy_HSA=-5.14. (2) Drug 1: CC1OCC2C(O1)C(C(C(O2)OC3C4COC(=O)C4C(C5=CC6=C(C=C35)OCO6)C7=CC(=C(C(=C7)OC)O)OC)O)O. Drug 2: C1C(C(OC1N2C=C(C(=O)NC2=O)F)CO)O. Cell line: DU-145. Synergy scores: CSS=50.9, Synergy_ZIP=-1.11, Synergy_Bliss=-1.66, Synergy_Loewe=-3.76, Synergy_HSA=3.69. (3) Drug 1: C1=CC(=C2C(=C1NCCNCCO)C(=O)C3=C(C=CC(=C3C2=O)O)O)NCCNCCO. Drug 2: CC1=C2C(C(=O)C3(C(CC4C(C3C(C(C2(C)C)(CC1OC(=O)C(C(C5=CC=CC=C5)NC(=O)OC(C)(C)C)O)O)OC(=O)C6=CC=CC=C6)(CO4)OC(=O)C)O)C)O. Cell line: HOP-92. Synergy scores: CSS=48.2, Synergy_ZIP=-1.44, Synergy_Bliss=-2.08, Synergy_Loewe=1.77, Synergy_HSA=4.05.